From a dataset of Forward reaction prediction with 1.9M reactions from USPTO patents (1976-2016). Predict the product of the given reaction. (1) Given the reactants [C:1]([O:5][C:6]([N:8]1[CH2:12][C@H:11]([C@H:13]([OH:16])CO)[C@@H:10]([OH:17])[CH2:9]1)=[O:7])([CH3:4])([CH3:3])[CH3:2].I([O-])(=O)(=O)=O.[Na+].[BH4-].[Na+], predict the reaction product. The product is: [C:1]([O:5][C:6]([N:8]1[CH2:12][C@H:11]([CH2:13][OH:16])[C@@H:10]([OH:17])[CH2:9]1)=[O:7])([CH3:4])([CH3:2])[CH3:3]. (2) Given the reactants Cl[C:2]1[CH:3]=[CH:4][C:5]2[C:11](=[O:12])[N:10]([CH3:13])[CH2:9][CH2:8][N:7]([CH:14]3[CH2:18][CH2:17][CH2:16][CH2:15]3)[C:6]=2[N:19]=1.[CH3:20][C:21]1[N:22]([C:26]2[CH:32]=[CH:31][C:29]([NH2:30])=[CH:28][CH:27]=2)[CH:23]=[CH:24][N:25]=1, predict the reaction product. The product is: [CH:14]1([N:7]2[C:6]3[N:19]=[C:2]([NH:30][C:29]4[CH:28]=[CH:27][C:26]([N:22]5[CH:23]=[CH:24][N:25]=[C:21]5[CH3:20])=[CH:32][CH:31]=4)[CH:3]=[CH:4][C:5]=3[C:11](=[O:12])[N:10]([CH3:13])[CH2:9][CH2:8]2)[CH2:18][CH2:17][CH2:16][CH2:15]1. (3) Given the reactants [CH2:1]([O:8][CH2:9][CH2:10][C@H:11]1[CH2:16][CH2:15][C@H:14](/[CH:17]=[N:18]/[S@@:19]([C:21]([CH3:24])([CH3:23])[CH3:22])=[O:20])[CH2:13][CH2:12]1)[C:2]1[CH:7]=[CH:6][CH:5]=[CH:4][CH:3]=1.[CH2:25]([Mg]Cl)[CH:26]=[CH2:27].N#N, predict the reaction product. The product is: [CH2:1]([O:8][CH2:9][CH2:10][C@H:11]1[CH2:16][CH2:15][C@H:14]([CH:17]([NH:18][S@@:19]([C:21]([CH3:24])([CH3:23])[CH3:22])=[O:20])[CH2:27][CH:26]=[CH2:25])[CH2:13][CH2:12]1)[C:2]1[CH:7]=[CH:6][CH:5]=[CH:4][CH:3]=1. (4) The product is: [C:16]([C:18]1[CH:23]=[CH:22][C:21]([C:2]2[CH:3]=[C:4]([C:12]([O:14][CH3:15])=[O:13])[CH:5]=[C:6]([C:7]([O:9][CH3:10])=[O:8])[CH:11]=2)=[CH:20][CH:19]=1)#[N:17]. Given the reactants I[C:2]1[CH:3]=[C:4]([C:12]([O:14][CH3:15])=[O:13])[CH:5]=[C:6]([CH:11]=1)[C:7]([O:9][CH3:10])=[O:8].[C:16]([C:18]1[CH:23]=[CH:22][C:21](B(O)O)=[CH:20][CH:19]=1)#[N:17].C([O-])([O-])=O.[Na+].[Na+], predict the reaction product. (5) The product is: [Cl:1][C:2]1[CH:3]=[C:4]([CH2:14][CH2:13][CH2:12][C:11](=[O:15])[CH3:10])[CH:5]=[CH:6][C:7]=1[Cl:8]. Given the reactants [Cl:1][C:2]1[CH:3]=[C:4](Br)[CH:5]=[CH:6][C:7]=1[Cl:8].[CH3:10][CH:11]([OH:15])[CH2:12][CH:13]=[CH2:14].[Cl-].[Li+].O.O.C([O-])(=O)C.[Li+].Cl, predict the reaction product.